Task: Predict the product of the given reaction.. Dataset: Forward reaction prediction with 1.9M reactions from USPTO patents (1976-2016) (1) Given the reactants [CH3:1][C:2]1[CH:7]=[CH:6][C:5]([CH2:8][N:9]([CH:22]2[CH2:27][CH2:26][N:25]([CH3:28])[CH2:24][CH2:23]2)[C:10](=[O:21])[CH2:11][C:12]2[CH:17]=[CH:16][C:15]([O:18]C)=[C:14]([OH:20])[CH:13]=2)=[CH:4][CH:3]=1.B(Br)(Br)Br, predict the reaction product. The product is: [CH3:1][C:2]1[CH:3]=[CH:4][C:5]([CH2:8][N:9]([CH:22]2[CH2:27][CH2:26][N:25]([CH3:28])[CH2:24][CH2:23]2)[C:10](=[O:21])[CH2:11][C:12]2[CH:17]=[CH:16][C:15]([OH:18])=[C:14]([OH:20])[CH:13]=2)=[CH:6][CH:7]=1. (2) Given the reactants [Li+].[Cl-].[AlH](CC(C)C)CC(C)C.Br[C:13]1[CH:18]=[CH:17][C:16]([F:19])=[C:15]([O:20][CH2:21][O:22][CH3:23])[CH:14]=1.C(O[B:28]1[O:32][C:31]([CH3:34])([CH3:33])[C:30]([CH3:36])([CH3:35])[O:29]1)(C)C, predict the reaction product. The product is: [F:19][C:16]1[CH:17]=[CH:18][C:13]([B:28]2[O:32][C:31]([CH3:34])([CH3:33])[C:30]([CH3:36])([CH3:35])[O:29]2)=[CH:14][C:15]=1[O:20][CH2:21][O:22][CH3:23]. (3) Given the reactants [CH3:1][C:2]1([CH3:34])[C:8](=[O:9])[NH:7][C:6]2[N:10]=[CH:11][C:12](/[CH:14]=[CH:15]/[C:16]([N:18]([CH2:20][C:21]3[CH:26]=[CH:25][CH:24]=[C:23]([CH:27]([CH3:29])[CH3:28])[C:22]=3[O:30][CH2:31][CH2:32][CH3:33])[CH3:19])=[O:17])=[CH:13][C:5]=2[CH2:4][NH:3]1.[ClH:35], predict the reaction product. The product is: [ClH:35].[CH3:34][C:2]1([CH3:1])[C:8](=[O:9])[NH:7][C:6]2[N:10]=[CH:11][C:12](/[CH:14]=[CH:15]/[C:16]([N:18]([CH2:20][C:21]3[CH:26]=[CH:25][CH:24]=[C:23]([CH:27]([CH3:29])[CH3:28])[C:22]=3[O:30][CH2:31][CH2:32][CH3:33])[CH3:19])=[O:17])=[CH:13][C:5]=2[CH2:4][NH:3]1.